From a dataset of Catalyst prediction with 721,799 reactions and 888 catalyst types from USPTO. Predict which catalyst facilitates the given reaction. Reactant: [Cl:1][C:2]1[CH:3]=[CH:4][C:5]2[N:6]([C:8]([CH2:13][CH2:14][C:15]([F:21])([F:20])[C:16]([F:19])([F:18])[F:17])=[N:9][C:10]=2[C:11]#[N:12])[CH:7]=1.[NH2:22][Al]CCl. Product: [Cl:1][C:2]1[CH:3]=[CH:4][C:5]2[N:6]([C:8]([CH2:13][CH2:14][C:15]([F:20])([F:21])[C:16]([F:19])([F:18])[F:17])=[N:9][C:10]=2[C:11](=[NH:22])[NH2:12])[CH:7]=1. The catalyst class is: 11.